This data is from Catalyst prediction with 721,799 reactions and 888 catalyst types from USPTO. The task is: Predict which catalyst facilitates the given reaction. (1) Product: [Br-:6].[N+:16]([C:13]1[CH:12]=[CH:11][C:10]([C:8](=[O:9])[CH2:7][C:2]2[S:1][CH:5]=[CH:4][NH+:3]=2)=[CH:15][CH:14]=1)([O-:18])=[O:17]. Reactant: [S:1]1[CH:5]=[CH:4][N:3]=[CH:2]1.[Br:6][CH2:7][C:8]([C:10]1[CH:15]=[CH:14][C:13]([N+:16]([O-:18])=[O:17])=[CH:12][CH:11]=1)=[O:9]. The catalyst class is: 8. (2) Reactant: [N:1]1[NH:2][C:3](=[O:16])[CH2:4][CH:5]2[CH2:11][CH2:10][CH2:9][C:8]3[CH:12]=[CH:13][CH:14]=[CH:15][C:7]=3[C:6]=12. Product: [N:1]1[NH:2][C:3](=[O:16])[CH:4]=[C:5]2[CH2:11][CH2:10][CH2:9][C:8]3[CH:12]=[CH:13][CH:14]=[CH:15][C:7]=3[C:6]=12. The catalyst class is: 879. (3) Reactant: [CH3:1][O:2][CH2:3][CH2:4][O:5][C:6]1[N:11]=[C:10]([CH3:12])[C:9]([C:13]2[C:14]3[CH:21]=[C:20]([CH2:22][O:23][C:24]4[CH:29]=[CH:28][C:27]([C@@H:30]([C:37]#[C:38][CH3:39])[CH2:31][C:32]([O:34]CC)=[O:33])=[CH:26][CH:25]=4)[CH:19]=[CH:18][C:15]=3[S:16][CH:17]=2)=[CH:8][CH:7]=1.[Li+].[OH-].Cl. Product: [CH3:1][O:2][CH2:3][CH2:4][O:5][C:6]1[N:11]=[C:10]([CH3:12])[C:9]([C:13]2[C:14]3[CH:21]=[C:20]([CH2:22][O:23][C:24]4[CH:25]=[CH:26][C:27]([C@@H:30]([C:37]#[C:38][CH3:39])[CH2:31][C:32]([OH:34])=[O:33])=[CH:28][CH:29]=4)[CH:19]=[CH:18][C:15]=3[S:16][CH:17]=2)=[CH:8][CH:7]=1. The catalyst class is: 14.